Dataset: Reaction yield outcomes from USPTO patents with 853,638 reactions. Task: Predict the reaction yield, written as a fraction of the theoretical maximum amount of product (1.0 means a 100% yield; for example, 0.34 means a 34% yield). The yield is 0.300. The reactants are Cl[C:2]1[N:11]([C:12]2[CH:17]=[CH:16][CH:15]=[CH:14][CH:13]=2)[C:10](=[O:18])[C:9]2[C:4](=[CH:5][C:6]([C:19]([O:21][CH3:22])=[O:20])=[CH:7][CH:8]=2)[N:3]=1.C(N(CC)C(C)C)(C)C.[Cl:32][C:33]1[CH:40]=[CH:39][C:36]([CH2:37][NH2:38])=[CH:35][CH:34]=1. The catalyst is C(O)(C)C. The product is [Cl:32][C:33]1[CH:40]=[CH:39][C:36]([CH2:37][NH:38][C:2]2[N:11]([C:12]3[CH:17]=[CH:16][CH:15]=[CH:14][CH:13]=3)[C:10](=[O:18])[C:9]3[C:4](=[CH:5][C:6]([C:19]([O:21][CH3:22])=[O:20])=[CH:7][CH:8]=3)[N:3]=2)=[CH:35][CH:34]=1.